From a dataset of Reaction yield outcomes from USPTO patents with 853,638 reactions. Predict the reaction yield, written as a fraction of the theoretical maximum amount of product (1.0 means a 100% yield; for example, 0.34 means a 34% yield). The reactants are C([SiH](CC)CC)C.[CH2:8]([O:10][C:11]([C:13]1[NH:14][CH:15]=[C:16]([C:18](=O)[CH2:19][C:20]2[CH:25]=[CH:24][C:23]([F:26])=[CH:22][CH:21]=2)[CH:17]=1)=[O:12])[CH3:9]. The catalyst is FC(F)(F)C(O)=O. The product is [CH2:8]([O:10][C:11]([C:13]1[NH:14][CH:15]=[C:16]([CH2:18][CH2:19][C:20]2[CH:21]=[CH:22][C:23]([F:26])=[CH:24][CH:25]=2)[CH:17]=1)=[O:12])[CH3:9]. The yield is 0.570.